From a dataset of Peptide-MHC class II binding affinity with 134,281 pairs from IEDB. Regression. Given a peptide amino acid sequence and an MHC pseudo amino acid sequence, predict their binding affinity value. This is MHC class II binding data. (1) The binding affinity (normalized) is 0.152. The MHC is HLA-DQA10401-DQB10402 with pseudo-sequence HLA-DQA10401-DQB10402. The peptide sequence is KGSNPNYLALLVKYV. (2) The peptide sequence is AILRRRRRIAEPATC. The MHC is DRB1_1501 with pseudo-sequence DRB1_1501. The binding affinity (normalized) is 0.415. (3) The peptide sequence is ELRKTYNLLDAVSRH. The MHC is HLA-DPA10103-DPB10401 with pseudo-sequence HLA-DPA10103-DPB10401. The binding affinity (normalized) is 0.300.